From a dataset of Reaction yield outcomes from USPTO patents with 853,638 reactions. Predict the reaction yield, written as a fraction of the theoretical maximum amount of product (1.0 means a 100% yield; for example, 0.34 means a 34% yield). (1) The reactants are [F:1][C:2]1[CH:3]=[C:4]([C:10]2[CH:15]=[CH:14][CH:13]=[CH:12][CH:11]=2)[CH:5]=[CH:6][C:7]=1[CH:8]=[O:9].P([O-])(O)(O)=[O:17].[Na+].Cl([O-])=O.[Na+]. The catalyst is CC#N.O. The product is [F:1][C:2]1[CH:3]=[C:4]([C:10]2[CH:11]=[CH:12][CH:13]=[CH:14][CH:15]=2)[CH:5]=[CH:6][C:7]=1[C:8]([OH:17])=[O:9]. The yield is 0.930. (2) The reactants are [CH2:1]([O:3][C:4](=[O:35])[CH2:5][CH:6]([C:29]1[CH:30]=[N:31][CH:32]=[N:33][CH:34]=1)[CH:7]=[CH:8][CH2:9][CH2:10][CH2:11][CH2:12][C:13]1[CH:18]=[CH:17][CH:16]=[C:15]([NH:19][CH2:20][C:21]2[CH:26]=[CH:25][C:24]([O:27][CH3:28])=[CH:23][CH:22]=2)[N:14]=1)[CH3:2].C=O.[C:38](O)(=O)C.[BH3-]C#N.[Na+]. The catalyst is CO. The product is [CH2:1]([O:3][C:4](=[O:35])[CH2:5][CH:6]([C:29]1[CH:30]=[N:31][CH:32]=[N:33][CH:34]=1)[CH:7]=[CH:8][CH2:9][CH2:10][CH2:11][CH2:12][C:13]1[CH:18]=[CH:17][CH:16]=[C:15]([N:19]([CH2:20][C:21]2[CH:26]=[CH:25][C:24]([O:27][CH3:28])=[CH:23][CH:22]=2)[CH3:38])[N:14]=1)[CH3:2]. The yield is 0.750. (3) The reactants are [OH:1][NH:2][C:3]([C:5]1[CH:10]=[CH:9][C:8]([NH:11][C:12](=[O:29])[CH2:13][CH2:14][CH2:15][C:16]([NH:18][C:19]2[CH:24]=[CH:23][C:22]([C:25](=[NH:28])[NH:26][OH:27])=[CH:21][CH:20]=2)=[O:17])=[CH:7][CH:6]=1)=[NH:4].[C:30](N1C=CN=C1)(N1C=CN=C1)=[O:31].C[C:43](C)=[O:44]. The catalyst is CS(C)=O. The product is [O:44]=[C:43]1[O:27][NH:26][C:25]([C:22]2[CH:21]=[CH:20][C:19]([NH:18][C:16](=[O:17])[CH2:15][CH2:14][CH2:13][C:12]([NH:11][C:8]3[CH:7]=[CH:6][C:5]([C:3]4[NH:2][O:1][C:30](=[O:31])[N:4]=4)=[CH:10][CH:9]=3)=[O:29])=[CH:24][CH:23]=2)=[N:28]1. The yield is 0.750. (4) The reactants are [Cl:1][C:2]1[CH:7]=[CH:6][N:5]=[C:4]2[NH:8][CH:9]=[CH:10][C:3]=12.[H-].[Na+].[CH3:13][CH:14]([Si:16](Cl)([CH:20]([CH3:22])[CH3:21])[CH:17]([CH3:19])[CH3:18])[CH3:15]. The catalyst is C1COCC1. The product is [Cl:1][C:2]1[CH:7]=[CH:6][N:5]=[C:4]2[N:8]([Si:16]([CH:20]([CH3:22])[CH3:21])([CH:17]([CH3:19])[CH3:18])[CH:14]([CH3:15])[CH3:13])[CH:9]=[CH:10][C:3]=12. The yield is 0.910. (5) The reactants are [CH2:1]([N:4]1[CH2:9][CH2:8][N:7]([C:10]([O:12][CH:13]2[C:14]([O:47]C(OCC)C)([CH3:46])[CH2:15][CH2:16][CH:17]([OH:45])[CH2:18][C:19]([O:21][CH:22](/[C:27](/[CH3:44])=[CH:28]/[CH:29]=[CH:30]/[C:31]([OH:43])([CH3:42])[CH2:32][CH:33]3[O:41][CH:34]3[CH:35]([CH3:40])[CH:36]([OH:39])[CH2:37][CH3:38])[CH:23]([CH3:26])[CH:24]=[CH:25]2)=[O:20])=[O:11])[CH2:6][CH2:5]1)[CH:2]=[CH2:3].C1(C)C=CC(S([O-])(=O)=O)=CC=1.[NH+]1C=CC=CC=1.CC(O)(C)C. The catalyst is O1CCCC1. The product is [CH2:1]([N:4]1[CH2:5][CH2:6][N:7]([C:10]([O:12][CH:13]2[C:14]([OH:47])([CH3:46])[CH2:15][CH2:16][CH:17]([OH:45])[CH2:18][C:19]([O:21][CH:22](/[C:27](/[CH3:44])=[CH:28]/[CH:29]=[CH:30]/[C:31]([OH:43])([CH3:42])[CH2:32][CH:33]3[O:41][CH:34]3[CH:35]([CH3:40])[CH:36]([OH:39])[CH2:37][CH3:38])[CH:23]([CH3:26])[CH:24]=[CH:25]2)=[O:20])=[O:11])[CH2:8][CH2:9]1)[CH:2]=[CH2:3]. The yield is 0.700. (6) The reactants are [CH3:1][C:2]1[C:7]([O:8][C:9]2[CH:14]=[CH:13][N:12]=[C:11]([NH:15][C:16](=[O:18])[CH3:17])[CH:10]=2)=[CH:6][CH:5]=[C:4]([N+:19]([O-])=O)[N:3]=1. The catalyst is CO.[Pd]. The product is [NH2:19][C:4]1[N:3]=[C:2]([CH3:1])[C:7]([O:8][C:9]2[CH:14]=[CH:13][N:12]=[C:11]([NH:15][C:16](=[O:18])[CH3:17])[CH:10]=2)=[CH:6][CH:5]=1. The yield is 0.940.